Dataset: Catalyst prediction with 721,799 reactions and 888 catalyst types from USPTO. Task: Predict which catalyst facilitates the given reaction. (1) Reactant: COC1C=CC(P2(=S)SP(=S)(C3C=CC(OC)=CC=3)[S:10]2)=CC=1.[C:23]([C:27]1[CH:67]=[CH:66][C:30]([C:31]([NH:33][C@@H:34]([CH2:39][C:40]2[CH:45]=[CH:44][C:43]([C:46]([NH:48][NH:49][C:50](=O)[C:51]3[CH:56]=[CH:55][C:54]([O:57][CH2:58][CH2:59][CH2:60][CH2:61][CH2:62][CH2:63][CH3:64])=[CH:53][CH:52]=3)=O)=[CH:42][CH:41]=2)[C:35]([O:37][CH3:38])=[O:36])=[O:32])=[CH:29][CH:28]=1)([CH3:26])([CH3:25])[CH3:24]. Product: [C:23]([C:27]1[CH:67]=[CH:66][C:30]([C:31]([NH:33][C@@H:34]([CH2:39][C:40]2[CH:45]=[CH:44][C:43]([C:46]3[S:10][C:50]([C:51]4[CH:56]=[CH:55][C:54]([O:57][CH2:58][CH2:59][CH2:60][CH2:61][CH2:62][CH2:63][CH3:64])=[CH:53][CH:52]=4)=[N:49][N:48]=3)=[CH:42][CH:41]=2)[C:35]([O:37][CH3:38])=[O:36])=[O:32])=[CH:29][CH:28]=1)([CH3:26])([CH3:25])[CH3:24]. The catalyst class is: 1. (2) Reactant: [NH2:1][C:2]1[N:7]=[C:6]2[N:8]([C:11]([O:13][C:14]([CH3:17])([CH3:16])[CH3:15])=[O:12])[N:9]=[CH:10][C:5]2=[C:4](Cl)[N:3]=1.C([Sn](CCCC)(CCCC)[C:24]1[O:25][CH:26]=[CH:27][CH:28]=1)CCC. Product: [NH2:1][C:2]1[N:7]=[C:6]2[N:8]([C:11]([O:13][C:14]([CH3:17])([CH3:16])[CH3:15])=[O:12])[N:9]=[CH:10][C:5]2=[C:4]([C:24]2[O:25][CH:26]=[CH:27][CH:28]=2)[N:3]=1. The catalyst class is: 233. (3) Reactant: C([Si](C)(C)[O:6][CH2:7][CH2:8][N:9]1[CH:13]=[CH:12][C:11]([NH:14][C:15](=[O:35])[C@@H:16]([C:24]2[CH:29]=[CH:28][C:27]([S:30]([CH3:33])(=[O:32])=[O:31])=[C:26]([Cl:34])[CH:25]=2)[CH2:17][C@H:18]2[CH2:22][CH2:21][C:20](=[O:23])[CH2:19]2)=[N:10]1)(C)(C)C.O1CCCC1.O. Product: [Cl:34][C:26]1[CH:25]=[C:24]([C@@H:16]([CH2:17][C@H:18]2[CH2:22][CH2:21][C:20](=[O:23])[CH2:19]2)[C:15]([NH:14][C:11]2[CH:12]=[CH:13][N:9]([CH2:8][CH2:7][OH:6])[N:10]=2)=[O:35])[CH:29]=[CH:28][C:27]=1[S:30]([CH3:33])(=[O:32])=[O:31]. The catalyst class is: 15. (4) The catalyst class is: 1. Reactant: [Br-].[C:2]([CH:4](C)[CH2:5]C[P+](C1C=CC=CC=1)(C1C=CC=CC=1)C1C=CC=CC=1)#[N:3].[Na].C[Si]([N-][Si](C)(C)C)(C)C.[C:37]([O:41][C:42]([NH:44][C:45]([CH3:52])([CH:50]=O)[C:46]([O:48][CH3:49])=[O:47])=[O:43])([CH3:40])([CH3:39])[CH3:38]. Product: [C:37]([O:41][C:42]([NH:44][C:45]([CH3:52])(/[CH:50]=[CH:5]\[CH2:4][C:2]#[N:3])[C:46]([O:48][CH3:49])=[O:47])=[O:43])([CH3:40])([CH3:39])[CH3:38]. (5) Reactant: [Cl:1][C:2]1[CH:7]=[C:6]([O:8][CH3:9])[CH:5]=[CH:4][C:3]=1[C:10]1[N:15]2[N:16]=[C:17]([CH3:22])[C:18](C(O)=O)=[C:14]2[CH:13]=[CH:12][C:11]=1[CH3:23].C([N:26](CC)CC)C.C1(P(N=[N+]=[N-])(C2C=CC=CC=2)=O)C=CC=CC=1.O. Product: [Cl:1][C:2]1[CH:7]=[C:6]([O:8][CH3:9])[CH:5]=[CH:4][C:3]=1[C:10]1[N:15]2[N:16]=[C:17]([CH3:22])[C:18]([NH2:26])=[C:14]2[CH:13]=[CH:12][C:11]=1[CH3:23]. The catalyst class is: 11. (6) Product: [F:1][C:2]1[CH:3]=[C:4]([NH:8][CH:9]2[CH2:14][CH2:13][NH:12][CH2:11][CH2:10]2)[CH:5]=[CH:6][CH:7]=1. The catalyst class is: 89. Reactant: [F:1][C:2]1[CH:3]=[C:4]([NH:8][CH:9]2[CH2:14][CH2:13][N:12](C(OC(C)(C)C)=O)[CH2:11][CH2:10]2)[CH:5]=[CH:6][CH:7]=1. (7) Reactant: [NH2:1][CH2:2][CH2:3][CH2:4][CH2:5][CH2:6][CH2:7][CH2:8][CH2:9][CH2:10][C:11]([OH:13])=[O:12].[OH-].[Na+].[Cl:16][C:17]1[CH:25]=[C:24]([Cl:26])[CH:23]=[C:19]([C:20]([O-])=[O:21])[C:18]=1[OH:27].Cl. Product: [Cl:16][C:17]1[CH:25]=[C:24]([Cl:26])[CH:23]=[C:19]([C:20]([NH:1][CH2:2][CH2:3][CH2:4][CH2:5][CH2:6][CH2:7][CH2:8][CH2:9][CH2:10][C:11]([OH:13])=[O:12])=[O:21])[C:18]=1[OH:27]. The catalyst class is: 12.